This data is from Peptide-MHC class I binding affinity with 185,985 pairs from IEDB/IMGT. The task is: Regression. Given a peptide amino acid sequence and an MHC pseudo amino acid sequence, predict their binding affinity value. This is MHC class I binding data. (1) The peptide sequence is DWMDRIEEF. The MHC is HLA-A24:03 with pseudo-sequence HLA-A24:03. The binding affinity (normalized) is 0.533. (2) The peptide sequence is IAVGLVTLY. The MHC is HLA-B58:01 with pseudo-sequence HLA-B58:01. The binding affinity (normalized) is 0.668. (3) The peptide sequence is YLPLSVFII. The MHC is Mamu-B03 with pseudo-sequence Mamu-B03. The binding affinity (normalized) is 0. (4) The peptide sequence is FQLIFFLTL. The MHC is HLA-A02:01 with pseudo-sequence HLA-A02:01. The binding affinity (normalized) is 0.458. (5) The peptide sequence is ILGAQALPV. The MHC is HLA-A02:01 with pseudo-sequence HLA-A02:01. The binding affinity (normalized) is 0.678. (6) The peptide sequence is ATFEAVLAK. The MHC is HLA-B40:01 with pseudo-sequence HLA-B40:01. The binding affinity (normalized) is 0.0847.